Dataset: Peptide-MHC class I binding affinity with 185,985 pairs from IEDB/IMGT. Task: Regression. Given a peptide amino acid sequence and an MHC pseudo amino acid sequence, predict their binding affinity value. This is MHC class I binding data. The binding affinity (normalized) is 1.00. The MHC is HLA-C12:03 with pseudo-sequence HLA-C12:03. The peptide sequence is FASSRMSTY.